Predict which catalyst facilitates the given reaction. From a dataset of Catalyst prediction with 721,799 reactions and 888 catalyst types from USPTO. (1) Reactant: [CH2:1]([N:8]1[C:16]2[C:11](=[CH:12][C:13]([C:17]3[CH:22]=[CH:21][CH:20]=[C:19]([O:23][C:24]([F:27])([F:26])[F:25])[CH:18]=3)=[CH:14][CH:15]=2)[C:10]([C:28](=[O:34])[C:29]([O:31]CC)=[O:30])=[CH:9]1)[C:2]1[CH:7]=[CH:6][CH:5]=[CH:4][CH:3]=1.[OH-].[K+]. Product: [O:34]=[CH:28][C:29]([OH:31])=[O:30].[CH2:1]([N:8]1[C:16]2[C:11](=[CH:12][C:13]([C:17]3[CH:22]=[CH:21][CH:20]=[C:19]([O:23][C:24]([F:27])([F:25])[F:26])[CH:18]=3)=[CH:14][CH:15]=2)[C:10]([C:28](=[O:34])[C:29]([OH:31])=[O:30])=[CH:9]1)[C:2]1[CH:3]=[CH:4][CH:5]=[CH:6][CH:7]=1. The catalyst class is: 20. (2) Reactant: [F:1][C:2]1[CH:13]=[CH:12][C:5]([CH2:6][NH:7][CH2:8][CH:9]([CH3:11])[CH3:10])=[CH:4][CH:3]=1.N1C=CC=CC=1.[CH3:20][S:21]([N:24]1[CH2:29][CH2:28][CH:27]([O:30][C:31]2[CH:32]=[CH:33][C:34]([S:37](Cl)(=[O:39])=[O:38])=[N:35][CH:36]=2)[CH2:26][CH2:25]1)(=[O:23])=[O:22]. Product: [F:1][C:2]1[CH:3]=[CH:4][C:5]([CH2:6][N:7]([CH2:8][CH:9]([CH3:11])[CH3:10])[S:37]([C:34]2[CH:33]=[CH:32][C:31]([O:30][CH:27]3[CH2:28][CH2:29][N:24]([S:21]([CH3:20])(=[O:22])=[O:23])[CH2:25][CH2:26]3)=[CH:36][N:35]=2)(=[O:38])=[O:39])=[CH:12][CH:13]=1. The catalyst class is: 2. (3) Reactant: [CH:1]1([OH:7])[CH2:6][CH2:5][CH2:4][CH2:3][CH2:2]1.[C:8](Cl)([Cl:10])=[O:9]. Product: [Cl:10][C:8]([O:7][CH:1]1[CH2:6][CH2:5][CH2:4][CH2:3][CH2:2]1)=[O:9]. The catalyst class is: 11. (4) Reactant: [F:1][C:2]1[CH:3]=[C:4]([CH:26]=[CH:27][C:28]=1[F:29])[O:5][CH:6]1[CH2:11][CH2:10][N:9]([CH2:12][CH2:13][CH2:14][N:15]2C(=O)C3C(=CC=CC=3)C2=O)[CH2:8][CH2:7]1.O.NN. Product: [F:1][C:2]1[CH:3]=[C:4]([CH:26]=[CH:27][C:28]=1[F:29])[O:5][CH:6]1[CH2:7][CH2:8][N:9]([CH2:12][CH2:13][CH2:14][NH2:15])[CH2:10][CH2:11]1. The catalyst class is: 14. (5) Reactant: C(=O)(OC)O[CH2:3]/[CH:4]=[CH:5]/[C:6]1[CH:11]=[CH:10][CH:9]=[CH:8][CH:7]=1.[NH2:15][CH2:16][CH:17]1[CH2:19][CH2:18]1.P(OC1C=CC=CC=1)(OC1C=CC=CC=1)OC1C=CC=CC=1.CC1C=CC(S(O)(=O)=O)=CC=1. Product: [CH:17]1([CH2:16][NH:15][CH:5]([C:6]2[CH:11]=[CH:10][CH:9]=[CH:8][CH:7]=2)[CH:4]=[CH2:3])[CH2:19][CH2:18]1. The catalyst class is: 14. (6) Reactant: [N:1]1[CH:6]=[CH:5][CH:4]=[CH:3][C:2]=1[C:7]([OH:9])=O.CCN=C=NCCCN(C)C.C1C=CC2N(O)N=NC=2C=1.[CH2:31]([O:38][C:39]([N:41]1[CH2:47][CH2:46][CH:45]([OH:48])[CH:44]([NH2:49])[CH2:43][CH2:42]1)=[O:40])[C:32]1[CH:37]=[CH:36][CH:35]=[CH:34][CH:33]=1.C([O-])(O)=O.[Na+]. Product: [CH2:31]([O:38][C:39]([N:41]1[CH2:42][CH2:43][CH:44]([NH:49][C:7]([C:2]2[CH:3]=[CH:4][CH:5]=[CH:6][N:1]=2)=[O:9])[CH:45]([OH:48])[CH2:46][CH2:47]1)=[O:40])[C:32]1[CH:33]=[CH:34][CH:35]=[CH:36][CH:37]=1. The catalyst class is: 2. (7) Reactant: C([O:3][C:4]([C:6]1[N:19]([CH2:20][C:21]2[CH:25]=[C:24]([C:26]3[S:27][C:28]([Cl:31])=[CH:29][CH:30]=3)[O:23][N:22]=2)[C:9]2=[CH:10][N:11]=[C:12]([O:14][CH2:15][CH2:16][O:17][CH3:18])[CH:13]=[C:8]2[CH:7]=1)=[O:5])C. Product: [Cl:31][C:28]1[S:27][C:26]([C:24]2[O:23][N:22]=[C:21]([CH2:20][N:19]3[C:9]4=[CH:10][N:11]=[C:12]([O:14][CH2:15][CH2:16][O:17][CH3:18])[CH:13]=[C:8]4[CH:7]=[C:6]3[C:4]([OH:5])=[O:3])[CH:25]=2)=[CH:30][CH:29]=1. The catalyst class is: 36.